This data is from Catalyst prediction with 721,799 reactions and 888 catalyst types from USPTO. The task is: Predict which catalyst facilitates the given reaction. (1) Reactant: [Br:1][C:2]1[CH:7]=[CH:6][C:5]([C:8]2([C:11]([OH:13])=[O:12])[CH2:10][CH2:9]2)=[C:4]([F:14])[CH:3]=1.[C:15]([O-])([O-])=O.[K+].[K+].CI. Product: [CH3:15][O:12][C:11]([C:8]1([C:5]2[CH:6]=[CH:7][C:2]([Br:1])=[CH:3][C:4]=2[F:14])[CH2:10][CH2:9]1)=[O:13]. The catalyst class is: 3. (2) Reactant: [CH3:1][C:2]1[O:6][N:5]=[C:4]([CH2:7][N:8]2[C:13]3[CH:14]=[C:15]([C:17]4[CH:22]=[CH:21][CH:20]=[CH:19][CH:18]=4)[S:16][C:12]=3[C:11](=[O:23])[N:10]([CH:24]3[CH2:29][CH2:28][N:27](C(OC(C)(C)C)=O)[CH2:26][CH2:25]3)[C:9]2=[O:37])[N:3]=1.[ClH:38]. Product: [ClH:38].[CH3:1][C:2]1[O:6][N:5]=[C:4]([CH2:7][N:8]2[C:13]3[CH:14]=[C:15]([C:17]4[CH:18]=[CH:19][CH:20]=[CH:21][CH:22]=4)[S:16][C:12]=3[C:11](=[O:23])[N:10]([CH:24]3[CH2:29][CH2:28][NH:27][CH2:26][CH2:25]3)[C:9]2=[O:37])[N:3]=1. The catalyst class is: 135. (3) Reactant: C(OC(=O)C)(=O)C.[Cl:8][C:9]1[CH:10]=[C:11]2[C:16](=[CH:17][CH:18]=1)[N:15]=[C:14]([C:19]([OH:21])=[O:20])[C:13]([C:22]([OH:24])=O)=[C:12]2[C:25]1[CH:30]=[CH:29][CH:28]=[CH:27][CH:26]=1.N#N.N1C=CC=CC=1. Product: [Cl:8][C:9]1[CH:18]=[CH:17][C:16]2[N:15]=[C:14]3[C:19](=[O:21])[O:20][C:22](=[O:24])[C:13]3=[C:12]([C:25]3[CH:26]=[CH:27][CH:28]=[CH:29][CH:30]=3)[C:11]=2[CH:10]=1. The catalyst class is: 216. (4) Reactant: C([Li])(C)(C)C.CCCCC.BrC1C(C)=CC(C)=CC=1C.[CH3:21][O:22][C:23]1[CH:28]=[CH:27][CH:26]=[CH:25][N:24]=1.[I:29][C:30]1[CH:31]=[C:32]2[C:36](=[CH:37][CH:38]=1)[NH:35][C:34](=[O:39])[C:33]2=[O:40].[Cl-].[NH4+]. Product: [OH:40][C:33]1([C:28]2[C:23]([O:22][CH3:21])=[N:24][CH:25]=[CH:26][CH:27]=2)[C:32]2[C:36](=[CH:37][CH:38]=[C:30]([I:29])[CH:31]=2)[NH:35][C:34]1=[O:39]. The catalyst class is: 1. (5) Reactant: [N+:1]([C:4]1[CH:9]=[CH:8][CH:7]=[C:6]([N+:10]([O-])=O)[C:5]=1[NH:13][CH2:14][CH2:15][CH2:16][CH2:17][CH2:18][OH:19])([O-])=O. Product: [NH2:1][C:4]1[CH:9]=[CH:8][CH:7]=[C:6]([NH2:10])[C:5]=1[NH:13][CH2:14][CH2:15][CH2:16][CH2:17][CH2:18][OH:19]. The catalyst class is: 304.